Dataset: HIV replication inhibition screening data with 41,000+ compounds from the AIDS Antiviral Screen. Task: Binary Classification. Given a drug SMILES string, predict its activity (active/inactive) in a high-throughput screening assay against a specified biological target. (1) The compound is CC(C)(C)[Si](C)(C)OCC1OC(n2ccc(=O)[nH]c2=O)C(O[Si](C)(C)C(C)(C)C)C1(O)CC=NO. The result is 0 (inactive). (2) The drug is CCCC(=O)Nc1cc([N+](=O)[O-])c([N+](=O)[O-])cc1OC. The result is 0 (inactive). (3) The molecule is CC(=O)Oc1c2oc3ccc(Cl)cc3c(=O)c2c(O)c2ccsc12. The result is 0 (inactive).